Regression/Classification. Given a drug SMILES string, predict its absorption, distribution, metabolism, or excretion properties. Task type varies by dataset: regression for continuous measurements (e.g., permeability, clearance, half-life) or binary classification for categorical outcomes (e.g., BBB penetration, CYP inhibition). Dataset: cyp2c19_veith. From a dataset of CYP2C19 inhibition data for predicting drug metabolism from PubChem BioAssay. (1) The compound is COc1cc(CN2CCN(C(=O)COc3ccccc3)CC2)cc(OC)c1OC. The result is 0 (non-inhibitor). (2) The drug is COc1ccccc1NC(=O)C(C/C=C(\C)Cl)C(C)=O. The result is 1 (inhibitor). (3) The molecule is COC(=O)C/C=C\[C@@H](C)[C@@H](/C=N\OC[C@@H](O)COCc1ccco1)NS(=O)(=O)c1ccc(C)cc1. The result is 0 (non-inhibitor).